From a dataset of NCI-60 drug combinations with 297,098 pairs across 59 cell lines. Regression. Given two drug SMILES strings and cell line genomic features, predict the synergy score measuring deviation from expected non-interaction effect. (1) Drug 1: C1CCC(CC1)NC(=O)N(CCCl)N=O. Synergy scores: CSS=8.78, Synergy_ZIP=-5.15, Synergy_Bliss=-7.37, Synergy_Loewe=-9.93, Synergy_HSA=-8.77. Cell line: OVCAR-8. Drug 2: C1C(C(OC1N2C=NC3=C2NC=NCC3O)CO)O. (2) Drug 1: CC1C(C(CC(O1)OC2CC(CC3=C2C(=C4C(=C3O)C(=O)C5=C(C4=O)C(=CC=C5)OC)O)(C(=O)C)O)N)O.Cl. Drug 2: CC(C)CN1C=NC2=C1C3=CC=CC=C3N=C2N. Cell line: HT29. Synergy scores: CSS=12.8, Synergy_ZIP=0.378, Synergy_Bliss=4.82, Synergy_Loewe=-21.6, Synergy_HSA=2.46. (3) Cell line: EKVX. Drug 2: C1=NC(=NC(=O)N1C2C(C(C(O2)CO)O)O)N. Synergy scores: CSS=4.36, Synergy_ZIP=-0.807, Synergy_Bliss=-0.925, Synergy_Loewe=-1.40, Synergy_HSA=-1.80. Drug 1: C1CCC(C1)C(CC#N)N2C=C(C=N2)C3=C4C=CNC4=NC=N3. (4) Drug 1: CC(C1=C(C=CC(=C1Cl)F)Cl)OC2=C(N=CC(=C2)C3=CN(N=C3)C4CCNCC4)N. Drug 2: C1CNP(=O)(OC1)N(CCCl)CCCl. Cell line: OVCAR-8. Synergy scores: CSS=1.60, Synergy_ZIP=0.606, Synergy_Bliss=1.04, Synergy_Loewe=-3.18, Synergy_HSA=-0.173. (5) Drug 1: CN1C2=C(C=C(C=C2)N(CCCl)CCCl)N=C1CCCC(=O)O.Cl. Drug 2: CCN(CC)CCCC(C)NC1=C2C=C(C=CC2=NC3=C1C=CC(=C3)Cl)OC. Cell line: A498. Synergy scores: CSS=4.72, Synergy_ZIP=-4.40, Synergy_Bliss=-0.261, Synergy_Loewe=-18.0, Synergy_HSA=-4.08. (6) Drug 1: CNC(=O)C1=CC=CC=C1SC2=CC3=C(C=C2)C(=NN3)C=CC4=CC=CC=N4. Drug 2: CCC1(CC2CC(C3=C(CCN(C2)C1)C4=CC=CC=C4N3)(C5=C(C=C6C(=C5)C78CCN9C7C(C=CC9)(C(C(C8N6C)(C(=O)OC)O)OC(=O)C)CC)OC)C(=O)OC)O.OS(=O)(=O)O. Cell line: SN12C. Synergy scores: CSS=28.2, Synergy_ZIP=-4.15, Synergy_Bliss=1.81, Synergy_Loewe=-3.79, Synergy_HSA=3.08. (7) Drug 1: COC1=C(C=C2C(=C1)N=CN=C2NC3=CC(=C(C=C3)F)Cl)OCCCN4CCOCC4. Drug 2: CS(=O)(=O)OCCCCOS(=O)(=O)C. Cell line: NCI-H460. Synergy scores: CSS=34.9, Synergy_ZIP=-6.44, Synergy_Bliss=6.25, Synergy_Loewe=-13.9, Synergy_HSA=6.56. (8) Synergy scores: CSS=17.2, Synergy_ZIP=-4.03, Synergy_Bliss=2.91, Synergy_Loewe=-8.99, Synergy_HSA=0.363. Drug 1: C1CN1C2=NC(=NC(=N2)N3CC3)N4CC4. Cell line: MDA-MB-231. Drug 2: COC1=C2C(=CC3=C1OC=C3)C=CC(=O)O2. (9) Drug 1: CCC1(CC2CC(C3=C(CCN(C2)C1)C4=CC=CC=C4N3)(C5=C(C=C6C(=C5)C78CCN9C7C(C=CC9)(C(C(C8N6C=O)(C(=O)OC)O)OC(=O)C)CC)OC)C(=O)OC)O.OS(=O)(=O)O. Drug 2: CC(C)(C#N)C1=CC(=CC(=C1)CN2C=NC=N2)C(C)(C)C#N. Cell line: SK-OV-3. Synergy scores: CSS=15.6, Synergy_ZIP=-2.49, Synergy_Bliss=5.09, Synergy_Loewe=-11.7, Synergy_HSA=3.25. (10) Drug 2: CCC(=C(C1=CC=CC=C1)C2=CC=C(C=C2)OCCN(C)C)C3=CC=CC=C3.C(C(=O)O)C(CC(=O)O)(C(=O)O)O. Synergy scores: CSS=43.8, Synergy_ZIP=6.62, Synergy_Bliss=1.85, Synergy_Loewe=-13.7, Synergy_HSA=-0.240. Drug 1: CC1=C(C(CCC1)(C)C)C=CC(=CC=CC(=CC(=O)O)C)C. Cell line: RPMI-8226.